This data is from Peptide-MHC class I binding affinity with 185,985 pairs from IEDB/IMGT. The task is: Regression. Given a peptide amino acid sequence and an MHC pseudo amino acid sequence, predict their binding affinity value. This is MHC class I binding data. (1) The peptide sequence is AVYSTFLHR. The MHC is HLA-B08:02 with pseudo-sequence HLA-B08:02. The binding affinity (normalized) is 0.0847. (2) The peptide sequence is DEISLLLAS. The MHC is HLA-A02:12 with pseudo-sequence HLA-A02:12. The binding affinity (normalized) is 0.0847. (3) The peptide sequence is WLYDLWGQL. The MHC is HLA-A26:01 with pseudo-sequence HLA-A26:01. The binding affinity (normalized) is 0.0847.